This data is from Experimentally validated miRNA-target interactions with 360,000+ pairs, plus equal number of negative samples. The task is: Binary Classification. Given a miRNA mature sequence and a target amino acid sequence, predict their likelihood of interaction. (1) The miRNA is hsa-miR-4690-3p with sequence GCAGCCCAGCUGAGGCCUCUG. The protein sequence of the target gene is MRRAKSRRGPCEPVLRAPPPICYSPSSPVQILEDPAYFYPDLQLYSGRHEASTLTVEASGGLRGKSVEDPLSSFHSPNFLRTPEVEMRGSEDVASGRVLQRLIQEQLRYGTPTENMNLLAIQHQATGSAGPAHATTNFSSTETLTQEDPQMVYQSARQEPQGQEHQGDNTVMEKQVRSTQPQQNNEELPTYEEAKAQSQFFRGQQQQQQQQQQQQQQQQQQGQGPLSHTYYMAGGTSQKSRTEGRPTVNRANSGQAHKDEALKELKQGHVRSLSERIMQLSLERNGAKQHLPSSGNGKSF.... Result: 0 (no interaction). (2) The miRNA is mmu-let-7b-5p with sequence UGAGGUAGUAGGUUGUGUGGUU. The protein sequence of the target gene is MGRFRGGLRCIKYLLLGFNLLFWLAGSAVIAFGLWFRFGGTMKDLSSEDKSPEYFYVGLYVLVGAGALMMTVGFFGCCGAMRESQCVLGSFFTCLLVIFAAEVTTGVFAFIGKDVAIRHVQSMYEEAYSDYLKDRARGNGTLITFHSAFQCCGKESSEQVQPTCPKELPGHKNCIDKIETVISAKLQLIGIVGIGIAGLTIFGMIFSMVLCCAIRNSRDVI. Result: 1 (interaction). (3) The miRNA is mmu-miR-15a-5p with sequence UAGCAGCACAUAAUGGUUUGUG. The protein sequence of the target gene is MDDSKVVGGKVKKPGKRGRKPAKIDLKAKLERSRQSARECRARKKLRYQYLEELVSSRERAICALREELEMYKQWCMAMDQGKIPSEIRALLTGEEQSKPQQNSSRHPKAGKTDANTNSLVGN. Result: 1 (interaction). (4) The miRNA is hsa-miR-548aj-3p with sequence UAAAAACUGCAAUUACUUUUA. The protein sequence of the target gene is MFFLYTDFFLSLVAVPAAAPVCQPKSATNGQPPAPAPTPTPRLSISSRATVVARMEGTSQGGLQTVMKWKTVVAIFVVVVVYLVTGGLVFRALEQPFESSQKNTIALEKAEFLRDHVCVSPQELETLIQHALDADNAGVSPIGNSSNNSSHWDLGSAFFFAGTVITTIGYGNIAPSTEGGKIFCILYAIFGIPLFGFLLAGIGDQLGTIFGKSIARVEKVFRKKQVSQTKIRVISTILFILAGCIVFVTIPAVIFKYIEGWTALESIYFVVVTLTTVGFGDFVAGGNAGINYREWYKPLV.... Result: 1 (interaction).